This data is from Merck oncology drug combination screen with 23,052 pairs across 39 cell lines. The task is: Regression. Given two drug SMILES strings and cell line genomic features, predict the synergy score measuring deviation from expected non-interaction effect. Drug 1: N#Cc1ccc(Cn2cncc2CN2CCN(c3cccc(Cl)c3)C(=O)C2)cc1. Drug 2: O=C(O)C1(Cc2cccc(Nc3nccs3)n2)CCC(Oc2cccc(Cl)c2F)CC1. Cell line: NCIH23. Synergy scores: synergy=-0.0141.